From a dataset of Reaction yield outcomes from USPTO patents with 853,638 reactions. Predict the reaction yield, written as a fraction of the theoretical maximum amount of product (1.0 means a 100% yield; for example, 0.34 means a 34% yield). (1) The reactants are [C:1](O[BH-](OC(=O)C)OC(=O)C)(=O)C.[Na+].[NH:15]1[CH2:20][CH2:19][CH:18]([C:21]2[N:26]=[CH:25][C:24]([C:27]([O:29][CH3:30])=[O:28])=[CH:23][N:22]=2)[CH2:17][CH2:16]1.C=O.C(O)(=O)C. The catalyst is CO. The yield is 0.940. The product is [CH3:1][N:15]1[CH2:20][CH2:19][CH:18]([C:21]2[N:22]=[CH:23][C:24]([C:27]([O:29][CH3:30])=[O:28])=[CH:25][N:26]=2)[CH2:17][CH2:16]1. (2) The reactants are [Cl:1][C:2]1[C:3]([C:35]([F:38])([F:37])[F:36])=[CH:4][C:5]2[N:9]=[C:8]([CH2:10][CH3:11])[N:7]([C:12]3[CH:33]=[CH:32][C:15]([CH2:16][CH2:17][N:18]([S:22]([C:25]4[CH:30]=[CH:29][C:28]([CH3:31])=[CH:27][CH:26]=4)(=[O:24])=[O:23])[C:19](=[O:21])[O-:20])=[CH:14][CH:13]=3)[C:6]=2[CH:34]=1.[C:39]1([CH3:49])[CH:44]=[CH:43][C:42]([S:45]([OH:48])(=[O:47])=[O:46])=[CH:41][CH:40]=1. The catalyst is CC(C)=O. The product is [C:39]1([CH3:49])[CH:40]=[CH:41][C:42]([S:45]([OH:48])(=[O:46])=[O:47])=[CH:43][CH:44]=1.[Cl:1][C:2]1[C:3]([C:35]([F:38])([F:37])[F:36])=[CH:4][C:5]2[N:9]=[C:8]([CH2:10][CH3:11])[N:7]([C:12]3[CH:33]=[CH:32][C:15]([CH2:16][CH2:17][N:18]([S:22]([C:25]4[CH:30]=[CH:29][C:28]([CH3:31])=[CH:27][CH:26]=4)(=[O:23])=[O:24])[C:19](=[O:20])[OH:21])=[CH:14][CH:13]=3)[C:6]=2[CH:34]=1. The yield is 0.810. (3) The product is [OH:8][CH2:9][C@H:10]([NH:41][C:42](=[O:50])[CH2:43][N:44]1[CH2:45][CH2:46][O:47][CH2:48][CH2:49]1)[C:11]([NH:13][C@@H:14]([CH2:32][C:33]1[CH:34]=[CH:35][C:36]([O:39][CH3:40])=[CH:37][CH:38]=1)[C:15]([NH:17][C@@H:18]([CH2:25][C:26]1[CH:27]=[CH:28][CH:29]=[CH:30][CH:31]=1)[C:19]([C@@:21]1([CH3:24])[CH2:23][O:22]1)=[O:20])=[O:16])=[O:12]. The catalyst is [Pd].CO. The reactants are C([O:8][CH2:9][C@H:10]([NH:41][C:42](=[O:50])[CH2:43][N:44]1[CH2:49][CH2:48][O:47][CH2:46][CH2:45]1)[C:11]([NH:13][C@@H:14]([CH2:32][C:33]1[CH:38]=[CH:37][C:36]([O:39][CH3:40])=[CH:35][CH:34]=1)[C:15]([NH:17][C@@H:18]([CH2:25][C:26]1[CH:31]=[CH:30][CH:29]=[CH:28][CH:27]=1)[C:19]([C@@:21]1([CH3:24])[CH2:23][O:22]1)=[O:20])=[O:16])=[O:12])C1C=CC=CC=1. The yield is 0.420. (4) The reactants are [C:1]1([S:7]([NH:10][CH2:11][CH2:12][CH2:13][CH2:14][C:15]([OH:17])=O)(=[O:9])=[O:8])[CH:6]=[CH:5][CH:4]=[CH:3][CH:2]=1.Cl.CN(C)CCCN=C=NCC.O.[OH:31][N:32]1C2C=CC=CC=2N=N1.O(N)C1CCCCO1.C12(CS(O)(=O)=O)C(C)(C)C(CC1)CC2=O. The catalyst is CN(C=O)C. The product is [OH:31][NH:32][C:15](=[O:17])[CH2:14][CH2:13][CH2:12][CH2:11][NH:10][S:7]([C:1]1[CH:6]=[CH:5][CH:4]=[CH:3][CH:2]=1)(=[O:9])=[O:8]. The yield is 0.480. (5) The reactants are [C:1](Cl)(=O)C.[CH3:5][C:6]1[CH:7]=[C:8]([CH2:25][C:26]([OH:28])=[O:27])[CH:9]=[C:10]([CH3:24])[C:11]=1[O:12][C:13]1[CH:18]=[CH:17][C:16]([O:19][CH3:20])=[C:15]([CH:21]([CH3:23])[CH3:22])[CH:14]=1. The catalyst is CO. The product is [CH3:5][C:6]1[CH:7]=[C:8]([CH2:25][C:26]([O:28][CH3:1])=[O:27])[CH:9]=[C:10]([CH3:24])[C:11]=1[O:12][C:13]1[CH:18]=[CH:17][C:16]([O:19][CH3:20])=[C:15]([CH:21]([CH3:23])[CH3:22])[CH:14]=1. The yield is 0.950. (6) The catalyst is CC(N(C)C)=O. The product is [I:44][C:45]1[NH:54][C:48]2=[N:49][CH:50]=[C:51]([NH:53][C:7]([C:5]3[NH:4][N:3]=[C:2]([CH3:1])[CH:6]=3)=[O:9])[CH:52]=[C:47]2[CH:46]=1. The reactants are [CH3:1][C:2]1[CH:6]=[C:5]([C:7]([OH:9])=O)[NH:4][N:3]=1.F[P-](F)(F)(F)(F)F.N1(O[P+](N2CCCC2)(N2CCCC2)N2CCCC2)C2C=CC=CC=2N=N1.Cl.[I:44][C:45]1[NH:54][C:48]2=[N:49][CH:50]=[C:51]([NH2:53])[CH:52]=[C:47]2[CH:46]=1.C(N(CC)C(C)C)(C)C. The yield is 0.640. (7) The reactants are O[N:2]=[C:3]([CH2:7][C:8]1[S:9][CH:10]=[C:11]([C:13]2[CH:18]=[CH:17][CH:16]=[CH:15][CH:14]=2)[CH:12]=1)C(O)=O.O. The catalyst is C(OC(=O)C)(=O)C. The product is [C:13]1([C:11]2[CH:12]=[C:8]([CH2:7][C:3]#[N:2])[S:9][CH:10]=2)[CH:14]=[CH:15][CH:16]=[CH:17][CH:18]=1. The yield is 0.730. (8) The reactants are [F:1][C:2]1([CH3:19])[C@@:6]([OH:8])([CH3:7])[CH:5]([CH2:9][OH:10])[O:4][C@H:3]1[N:11]1[CH:16]=[CH:15][C:14](=[O:17])[NH:13][C:12]1=[O:18].[C:20](Cl)(=[O:24])[CH2:21][CH2:22][CH3:23].O. The catalyst is ClCCl. The product is [C:20]([O:10][CH2:9][C@@H:5]1[C:6]([OH:8])([CH3:7])[C@:2]([F:1])([CH3:19])[CH:3]([N:11]2[CH:16]=[CH:15][C:14](=[O:17])[NH:13][C:12]2=[O:18])[O:4]1)(=[O:24])[CH2:21][CH2:22][CH3:23]. The yield is 0.400. (9) The reactants are [S:1]1[CH2:6][CH:5]=[C:4](OS(C(F)(F)F)(=O)=O)[CH2:3][CH2:2]1.[B:15]1([B:15]2[O:20][CH2:19][C:18]([CH3:22])([CH3:21])[CH2:17][O:16]2)[O:20][CH2:19][C:18]([CH3:22])([CH3:21])[CH2:17][O:16]1.CC([O-])=O.[K+].CCOC(C)=O. The catalyst is O1CCOCC1.C1C=CC(P(C2C=CC=CC=2)[C-]2C=CC=C2)=CC=1.C1C=CC(P(C2C=CC=CC=2)[C-]2C=CC=C2)=CC=1.Cl[Pd]Cl.[Fe+2]. The product is [S:1]1[CH2:6][CH:5]=[C:4]([B:15]2[O:20][CH2:19][C:18]([CH3:22])([CH3:21])[CH2:17][O:16]2)[CH2:3][CH2:2]1. The yield is 0.820.